From a dataset of Forward reaction prediction with 1.9M reactions from USPTO patents (1976-2016). Predict the product of the given reaction. Given the reactants Br[C:2]1[CH:3]=[C:4]([C:8]2[C:17]3[C:12](=[C:13]([C:18]([F:21])([F:20])[F:19])[CH:14]=[CH:15][CH:16]=3)[N:11]=[C:10]([CH:22]([CH3:24])[CH3:23])[N:9]=2)[CH:5]=[CH:6][CH:7]=1.[CH3:25][S:26]([C:29]1[CH:30]=[C:31](B(O)O)[CH:32]=[CH:33][CH:34]=1)(=[O:28])=[O:27], predict the reaction product. The product is: [CH:22]([C:10]1[N:9]=[C:8]([C:4]2[CH:3]=[C:2]([C:33]3[CH:32]=[CH:31][CH:30]=[C:29]([S:26]([CH3:25])(=[O:28])=[O:27])[CH:34]=3)[CH:7]=[CH:6][CH:5]=2)[C:17]2[C:12](=[C:13]([C:18]([F:21])([F:20])[F:19])[CH:14]=[CH:15][CH:16]=2)[N:11]=1)([CH3:24])[CH3:23].